Dataset: Reaction yield outcomes from USPTO patents with 853,638 reactions. Task: Predict the reaction yield, written as a fraction of the theoretical maximum amount of product (1.0 means a 100% yield; for example, 0.34 means a 34% yield). (1) The reactants are Br[C:2]1[CH:11]=[CH:10][C:9]([F:12])=[CH:8][C:3]=1[C:4]([O:6][CH3:7])=[O:5].[Cu][C:14]#[N:15]. The catalyst is CN(C=O)C. The product is [C:14]([C:2]1[CH:11]=[CH:10][C:9]([F:12])=[CH:8][C:3]=1[C:4]([O:6][CH3:7])=[O:5])#[N:15]. The yield is 0.770. (2) The reactants are [H-].[Na+].[Br:3][C:4]1[CH:9]=[CH:8][C:7]([C:10]2[C:14]3[CH:15]=[CH:16][C:17]([OH:19])=[CH:18][C:13]=3[S:12][N:11]=2)=[CH:6][CH:5]=1.Br[CH2:21][C:22]([O-:24])=[O:23].OS([O-])(=O)=O.[K+]. The catalyst is C1COCC1. The product is [C:7]([O:24][C:22](=[O:23])[CH2:21][O:19][C:17]1[CH:16]=[CH:15][C:14]2[C:10]([C:7]3[CH:6]=[CH:5][C:4]([Br:3])=[CH:9][CH:8]=3)=[N:11][S:12][C:13]=2[CH:18]=1)([CH3:10])([CH3:8])[CH3:6]. The yield is 0.900. (3) The reactants are F[P-](F)(F)(F)(F)F.N1(O[P+](N(C)C)(N(C)C)N(C)C)C2C=CC=CC=2N=N1.[CH:28]1([CH2:33][CH:34]([C:38]2[CH:43]=[CH:42][C:41]([C:44]([F:47])([F:46])[F:45])=[CH:40][CH:39]=2)[C:35]([OH:37])=O)[CH2:32][CH2:31][CH2:30][CH2:29]1.[NH2:48][C:49]1[CH:54]=[CH:53][CH:52]=[CH:51][N:50]=1.C(N(CC)C(C)C)(C)C. The catalyst is CN(C)C=O.O. The product is [CH:28]1([CH2:33][CH:34]([C:38]2[CH:43]=[CH:42][C:41]([C:44]([F:47])([F:46])[F:45])=[CH:40][CH:39]=2)[C:35]([NH:48][C:49]2[CH:54]=[CH:53][CH:52]=[CH:51][N:50]=2)=[O:37])[CH2:29][CH2:30][CH2:31][CH2:32]1. The yield is 0.533. (4) The yield is 0.690. The catalyst is C(OCC)(=O)C. The product is [ClH:16].[CH2:1]([S:3]([CH2:6][CH2:7][NH2:8])(=[O:5])=[O:4])[CH3:2]. The reactants are [CH2:1]([S:3]([CH2:6][CH2:7][NH:8]C(=O)OC(C)(C)C)(=[O:5])=[O:4])[CH3:2].[ClH:16]. (5) The reactants are [Cl:1][C:2]1[C:29]([N+:30]([O-])=O)=[CH:28][C:5]2[NH:6][C:7]([C@@H:9]([NH:11][C:12](=[O:27])[C:13]3[CH:18]=[CH:17][C:16]([C:19]([N:21]4[CH2:25][CH2:24][CH2:23][CH2:22]4)=[O:20])=[C:15]([CH3:26])[CH:14]=3)[CH3:10])=[N:8][C:4]=2[CH:3]=1.[H][H].ClCCl.CO.N.ClCl. The catalyst is [Ni].C(OCC)(=O)C. The product is [NH2:30][C:29]1[C:2]([Cl:1])=[CH:3][C:4]2[N:8]=[C:7]([C@@H:9]([NH:11][C:12](=[O:27])[C:13]3[CH:18]=[CH:17][C:16]([C:19]([N:21]4[CH2:22][CH2:23][CH2:24][CH2:25]4)=[O:20])=[C:15]([CH3:26])[CH:14]=3)[CH3:10])[NH:6][C:5]=2[CH:28]=1. The yield is 0.500. (6) The reactants are C(OC([N:8]1[CH2:14][CH2:13][CH2:12][N:11]([C:15]2[C:16]([O:26][CH2:27][CH2:28][CH2:29][C:30]([O:32][CH3:33])=[O:31])=[C:17]([CH3:25])[CH:18]=[C:19]3[C:24]=2[N:23]=[CH:22][CH:21]=[CH:20]3)[CH2:10][CH2:9]1)=O)(C)(C)C.Cl. The catalyst is CO.O1CCOCC1. The product is [CH3:33][O:32][C:30](=[O:31])[CH2:29][CH2:28][CH2:27][O:26][C:16]1[C:15]([N:11]2[CH2:12][CH2:13][CH2:14][NH:8][CH2:9][CH2:10]2)=[C:24]2[C:19]([CH:20]=[CH:21][CH:22]=[N:23]2)=[CH:18][C:17]=1[CH3:25]. The yield is 0.960. (7) The reactants are [F:1][C:2]1[CH:11]=[C:10]2[C:5](C(O[Si](C)(C)C)(C#N)[CH2:7][CH2:8][O:9]2)=[CH:4][CH:3]=1.[C:19]([OH:22])(=[O:21])[CH3:20]. The catalyst is Cl.O.C(OCC)(=O)C. The product is [F:1][C:2]1[CH:11]=[C:10]2[C:5]([CH:20]([C:19]([OH:22])=[O:21])[CH2:7][CH2:8][O:9]2)=[CH:4][CH:3]=1. The yield is 0.839. (8) The reactants are [C:1]([Si:5]([CH3:35])([CH3:34])[O:6][CH2:7][CH2:8][N:9]([CH2:21][C:22]1[CH:27]=[CH:26][C:25]([CH:28]=[CH:29][C:30]([O:32]C)=[O:31])=[CH:24][CH:23]=1)[CH2:10][CH2:11][C:12]1[C:20]2[C:15](=[CH:16][CH:17]=[CH:18][CH:19]=2)[NH:14][CH:13]=1)([CH3:4])([CH3:3])[CH3:2].O[Li].O. The catalyst is C1COCC1.O. The product is [C:1]([Si:5]([CH3:35])([CH3:34])[O:6][CH2:7][CH2:8][N:9]([CH2:21][C:22]1[CH:27]=[CH:26][C:25]([CH:28]=[CH:29][C:30]([OH:32])=[O:31])=[CH:24][CH:23]=1)[CH2:10][CH2:11][C:12]1[C:20]2[C:15](=[CH:16][CH:17]=[CH:18][CH:19]=2)[NH:14][CH:13]=1)([CH3:3])([CH3:4])[CH3:2]. The yield is 0.790.